This data is from Forward reaction prediction with 1.9M reactions from USPTO patents (1976-2016). The task is: Predict the product of the given reaction. (1) The product is: [C:1]([O:5][C:6]([C@@H:8]1[CH2:12][CH2:11][CH:10]([CH2:25][CH:24]=[CH2:23])[N:9]1[C:16]([O:18][C:19]([CH3:20])([CH3:21])[CH3:22])=[O:17])=[O:7])([CH3:2])([CH3:3])[CH3:4]. Given the reactants [C:1]([O:5][C:6]([C@@H:8]1[CH2:12][CH2:11][CH:10](OCC)[N:9]1[C:16]([O:18][C:19]([CH3:22])([CH3:21])[CH3:20])=[O:17])=[O:7])([CH3:4])([CH3:3])[CH3:2].[CH2:23]([Si](C)(C)C)[CH:24]=[CH2:25].B(F)(F)F.CCOCC.C([O-])(O)=O.[Na+], predict the reaction product. (2) Given the reactants Cl.[O:2]1[C:6]2[CH:7]=[CH:8][CH:9]=[C:10]([CH:11]3[CH2:16][CH2:15][N:14]([CH2:17][CH2:18][C@H:19]4[CH2:24][CH2:23][C@H:22]([NH2:25])[CH2:21][CH2:20]4)[CH2:13][CH2:12]3)[C:5]=2[O:4][CH2:3]1.[F:26][C:27]([F:35])([F:34])[C:28]1([C:31](O)=[O:32])[CH2:30][CH2:29]1, predict the reaction product. The product is: [O:2]1[C:6]2[CH:7]=[CH:8][CH:9]=[C:10]([CH:11]3[CH2:16][CH2:15][N:14]([CH2:17][CH2:18][C@H:19]4[CH2:20][CH2:21][C@H:22]([NH:25][C:31]([C:28]5([C:27]([F:35])([F:34])[F:26])[CH2:30][CH2:29]5)=[O:32])[CH2:23][CH2:24]4)[CH2:13][CH2:12]3)[C:5]=2[O:4][CH2:3]1. (3) Given the reactants [CH2:1]([S:3]([C:6]1[CH:11]=[C:10]([C:12]([F:15])([F:14])[F:13])[CH:9]=[CH:8][C:7]=1[C:16]1[N:30]([CH3:31])[C:19]2=[N:20][CH:21]=[C:22]([S:24]([C:26]([F:29])([F:28])[F:27])=[O:25])[CH:23]=[C:18]2[N:17]=1)(=[O:5])=[O:4])[CH3:2].[OH:32]O.C(#N)C, predict the reaction product. The product is: [CH2:1]([S:3]([C:6]1[CH:11]=[C:10]([C:12]([F:15])([F:14])[F:13])[CH:9]=[CH:8][C:7]=1[C:16]1[N:30]([CH3:31])[C:19]2=[N:20][CH:21]=[C:22]([S:24]([C:26]([F:29])([F:27])[F:28])(=[O:32])=[O:25])[CH:23]=[C:18]2[N:17]=1)(=[O:5])=[O:4])[CH3:2]. (4) Given the reactants [OH2:1].[C:2]1([CH3:12])[CH:7]=[CH:6][C:5](S(O)(=O)=O)=[CH:4][CH:3]=1.C[OH:14], predict the reaction product. The product is: [CH3:3][C:2]1([CH3:12])[O:1][C@H:5]([CH2:4][OH:14])[CH2:6][CH2:7]1.